This data is from Forward reaction prediction with 1.9M reactions from USPTO patents (1976-2016). The task is: Predict the product of the given reaction. Given the reactants [CH2:1]([O:8][C:9]([CH:11]1[CH2:22][C:21]2[N:20]([CH3:23])[CH:19]=[CH:18][C:17]=2[CH:16]2[CH:12]1[C:13](=[O:25])[NH:14][C:15]2=[O:24])=[O:10])[C:2]1[CH:7]=[CH:6][CH:5]=[CH:4][CH:3]=1, predict the reaction product. The product is: [CH2:1]([O:8][C:9]([C:11]1[C:12]2[C:13](=[O:25])[NH:14][C:15](=[O:24])[C:16]=2[C:17]2[CH:18]=[CH:19][N:20]([CH3:23])[C:21]=2[CH:22]=1)=[O:10])[C:2]1[CH:3]=[CH:4][CH:5]=[CH:6][CH:7]=1.